Dataset: Catalyst prediction with 721,799 reactions and 888 catalyst types from USPTO. Task: Predict which catalyst facilitates the given reaction. (1) Reactant: [C:1]([CH2:3][C:4]([NH:6][C:7]1[S:8][C:9]([C:12]2[CH:17]=[CH:16][CH:15]=[CH:14][CH:13]=2)=[N:10][N:11]=1)=[O:5])#[N:2].[O:18]1[CH:22]=[CH:21][CH:20]=[C:19]1[CH:23]=O.O. Product: [C:1](/[C:3](=[CH:23]\[C:19]1[O:18][CH:22]=[CH:21][CH:20]=1)/[C:4]([NH:6][C:7]1[S:8][C:9]([C:12]2[CH:17]=[CH:16][CH:15]=[CH:14][CH:13]=2)=[N:10][N:11]=1)=[O:5])#[N:2]. The catalyst class is: 3. (2) The catalyst class is: 2. Product: [Cl:42][C:37]1[CH:38]=[C:39]2[C:34](=[CH:35][CH:36]=1)[CH:33]=[C:32]([S:29]([N:26]1[CH2:25][CH2:24][N:23]([C:21]([C:18]3[N:19]=[N:20][C:15]([N:11]4[CH2:12][CH2:13][CH2:14][NH:8][CH2:9][CH2:10]4)=[CH:16][CH:17]=3)=[O:22])[CH2:28][CH2:27]1)(=[O:30])=[O:31])[CH:41]=[CH:40]2. Reactant: C(OC([N:8]1[CH2:14][CH2:13][CH2:12][N:11]([C:15]2[N:20]=[N:19][C:18]([C:21]([N:23]3[CH2:28][CH2:27][N:26]([S:29]([C:32]4[CH:41]=[CH:40][C:39]5[C:34](=[CH:35][CH:36]=[C:37]([Cl:42])[CH:38]=5)[CH:33]=4)(=[O:31])=[O:30])[CH2:25][CH2:24]3)=[O:22])=[CH:17][CH:16]=2)[CH2:10][CH2:9]1)=O)(C)(C)C.FC(F)(F)C(O)=O.